From a dataset of Full USPTO retrosynthesis dataset with 1.9M reactions from patents (1976-2016). Predict the reactants needed to synthesize the given product. (1) Given the product [Br:24][C:20]1[N:19]=[C:18]([CH2:17][N:8]2[C:9]3[C:14](=[CH:13][CH:12]=[CH:11][CH:10]=3)[C:15](=[O:16])[C:6]([C:4]([C:32]3[CH:27]=[CH:28][CH:29]=[C:30]([C:33]([F:36])([F:35])[F:34])[N:31]=3)=[O:5])=[CH:7]2)[CH:23]=[CH:22][CH:21]=1, predict the reactants needed to synthesize it. The reactants are: CON(C)[C:4]([C:6]1[C:15](=[O:16])[C:14]2[C:9](=[CH:10][CH:11]=[CH:12][CH:13]=2)[N:8]([CH2:17][C:18]2[CH:23]=[CH:22][CH:21]=[C:20]([Br:24])[N:19]=2)[CH:7]=1)=[O:5].I[C:27]1[CH:28]=[CH:29][C:30]([C:33]([F:36])([F:35])[F:34])=[N:31][CH:32]=1.C([Mg]Cl)(C)C. (2) Given the product [CH3:8][N:9]([CH2:40][C:33]1[C:34]2[C:39](=[CH:38][CH:37]=[CH:36][CH:35]=2)[N:30]=[CH:31][CH:32]=1)[CH2:10][CH2:11][N:12]1[C:20]2[N:19]=[CH:18][NH:17][C:16]=2[C:15](=[O:21])[NH:14][C:13]1=[S:22], predict the reactants needed to synthesize it. The reactants are: FC(F)(F)C(O)=O.[CH3:8][NH:9][CH2:10][CH2:11][N:12]1[C:20]2[N:19]=[CH:18][NH:17][C:16]=2[C:15](=[O:21])[NH:14][C:13]1=[S:22].C(N(CC)CC)C.[N:30]1[C:39]2[C:34](=[CH:35][CH:36]=[CH:37][CH:38]=2)[C:33]([CH:40]=O)=[CH:32][CH:31]=1.C([BH3-])#N.[Na+]. (3) Given the product [CH:37]1([C:42]2[N:43]=[C:44]([C:47]3[CH:53]=[CH:52][CH:51]=[CH:50][C:48]=3[NH:49][C:29]([O:1][CH2:2][CH:3]3[CH2:8][CH2:7][N:6]([C:9]([O:11][C:12]([CH3:15])([CH3:14])[CH3:13])=[O:10])[CH2:5][CH2:4]3)=[O:35])[S:45][CH:46]=2)[CH2:38][CH2:39][CH2:40][CH2:41]1, predict the reactants needed to synthesize it. The reactants are: [OH:1][CH2:2][CH:3]1[CH2:8][CH2:7][N:6]([C:9]([O:11][C:12]([CH3:15])([CH3:14])[CH3:13])=[O:10])[CH2:5][CH2:4]1.C(N(CC)C(C)C)(C)C.ClC(Cl)(O[C:29](=[O:35])OC(Cl)(Cl)Cl)Cl.[CH:37]1([C:42]2[N:43]=[C:44]([C:47]3[CH:53]=[CH:52][CH:51]=[CH:50][C:48]=3[NH2:49])[S:45][CH:46]=2)[CH2:41][CH2:40][CH2:39][CH2:38]1.C(=O)(O)[O-].[Na+]. (4) Given the product [CH3:12][O:11][C:4]1[N:3]=[C:2]2[N:19]([C:13]3[CH:18]=[CH:17][CH:16]=[CH:15][CH:14]=3)[C:20]([CH3:21])=[N:8][C:7]2=[CH:6][CH:5]=1, predict the reactants needed to synthesize it. The reactants are: Br[C:2]1[C:7]([N+:8]([O-])=O)=[CH:6][CH:5]=[C:4]([O:11][CH3:12])[N:3]=1.[C:13]1([NH:19][C:20](=O)[CH3:21])[CH:18]=[CH:17][CH:16]=[CH:15][CH:14]=1. (5) Given the product [C:10]1(=[O:12])[C:9]2[C:8](=[CH:16][CH:15]=[CH:14][CH:13]=2)[CH2:7][CH2:6]1, predict the reactants needed to synthesize it. The reactants are: [K+].[Br-].C([CH2:6][CH2:7][C:8]1[CH:16]=[CH:15][C:14](OC)=[CH:13][C:9]=1[C:10]([OH:12])=O)(O)=O.[Al+3].[Cl-].[Cl-].[Cl-].[Na+].[Cl-].Cl.